Dataset: Reaction yield outcomes from USPTO patents with 853,638 reactions. Task: Predict the reaction yield, written as a fraction of the theoretical maximum amount of product (1.0 means a 100% yield; for example, 0.34 means a 34% yield). The reactants are [OH:1][C:2]1[CH:6]=[C:5]([C:7]([OH:9])=[O:8])[N:4]([C:10]2[CH:15]=[CH:14][CH:13]=[CH:12][CH:11]=2)[N:3]=1.[CH2:16](Br)[C:17]1[CH:22]=[CH:21][CH:20]=[CH:19][CH:18]=1.C(=O)([O-])[O-].[K+].[K+].Cl. The catalyst is CN(C)C=O. The product is [CH2:16]([O:1][C:2]1[CH:6]=[C:5]([C:7]([O:9][CH2:16][C:17]2[CH:22]=[CH:21][CH:20]=[CH:19][CH:18]=2)=[O:8])[N:4]([C:10]2[CH:11]=[CH:12][CH:13]=[CH:14][CH:15]=2)[N:3]=1)[C:17]1[CH:22]=[CH:21][CH:20]=[CH:19][CH:18]=1. The yield is 0.920.